From a dataset of Forward reaction prediction with 1.9M reactions from USPTO patents (1976-2016). Predict the product of the given reaction. (1) Given the reactants [C:1]([O:5][C:6]([N:8]1[CH2:13][CH2:12][NH:11][CH:10]([CH2:14][CH3:15])[CH2:9]1)=[O:7])([CH3:4])([CH3:3])[CH3:2].N1C=CC=CC=1.[Cl:22][C:23](Cl)([O:25]C(=O)OC(Cl)(Cl)Cl)Cl, predict the reaction product. The product is: [Cl:22][C:23]([N:11]1[CH2:12][CH2:13][N:8]([C:6]([O:5][C:1]([CH3:4])([CH3:3])[CH3:2])=[O:7])[CH2:9][CH:10]1[CH2:14][CH3:15])=[O:25]. (2) Given the reactants [NH2:1][C:2]1[O:3][CH:4]=[C:5]([C:7]([O:9][CH2:10][CH3:11])=[O:8])[N:6]=1.[C:12](OC(=O)C)(=[O:14])[CH3:13], predict the reaction product. The product is: [C:12]([NH:1][C:2]1[O:3][CH:4]=[C:5]([C:7]([O:9][CH2:10][CH3:11])=[O:8])[N:6]=1)(=[O:14])[CH3:13]. (3) Given the reactants [CH:1]([N:4]1[C:8]([C:9]2[N:10]=[C:11]3[C:17]4[CH:18]=[CH:19][C:20]([C:22]5[CH:23]=[N:24][N:25]([C:27]([CH3:34])([CH3:33])[C:28]([O:30]CC)=[O:29])[CH:26]=5)=[CH:21][C:16]=4[O:15][CH2:14][CH2:13][N:12]3[CH:35]=2)=[N:7][CH:6]=[N:5]1)([CH3:3])[CH3:2].[OH-].[Li+], predict the reaction product. The product is: [CH:1]([N:4]1[C:8]([C:9]2[N:10]=[C:11]3[C:17]4[CH:18]=[CH:19][C:20]([C:22]5[CH:23]=[N:24][N:25]([C:27]([CH3:33])([CH3:34])[C:28]([OH:30])=[O:29])[CH:26]=5)=[CH:21][C:16]=4[O:15][CH2:14][CH2:13][N:12]3[CH:35]=2)=[N:7][CH:6]=[N:5]1)([CH3:3])[CH3:2].